This data is from Catalyst prediction with 721,799 reactions and 888 catalyst types from USPTO. The task is: Predict which catalyst facilitates the given reaction. (1) The catalyst class is: 6. Product: [CH3:28][C:13]([C@@H:11]1[CH2:12][NH:8][C:9](=[O:29])[CH2:10]1)([S:15]([C:18]1[CH:23]=[CH:22][CH:21]=[C:20]([C:24]([F:26])([F:25])[F:27])[CH:19]=1)(=[O:16])=[O:17])[CH3:14]. Reactant: COC1C=CC(C[N:8]2[CH2:12][C@@H:11]([C:13]([CH3:28])([S:15]([C:18]3[CH:23]=[CH:22][CH:21]=[C:20]([C:24]([F:27])([F:26])[F:25])[CH:19]=3)(=[O:17])=[O:16])[CH3:14])[CH2:10][C:9]2=[O:29])=CC=1.O=[N+]([O-])[O-].[O-][N+](=O)[O-].[O-][N+](=O)[O-].[O-][N+](=O)[O-].[O-][N+](=O)[O-].[O-][N+](=O)[O-].[Ce+4].[NH4+].[NH4+].CC#N. (2) The catalyst class is: 12. Reactant: Br[C:2]1[CH:3]=[CH:4][C:5]2[O:11][CH2:10][CH2:9][N:8]3[CH:12]=[C:13]([C:15]4[N:19]([C:20]5[CH:25]=[CH:24][CH:23]=[CH:22][C:21]=5[Cl:26])[N:18]=[CH:17][N:16]=4)[N:14]=[C:7]3[C:6]=2[CH:27]=1.[C:28]1(B(O)O)[CH:33]=[CH:32][CH:31]=[CH:30][CH:29]=1.C([O-])([O-])=O.[Cs+].[Cs+].O. Product: [Cl:26][C:21]1[CH:22]=[CH:23][CH:24]=[CH:25][C:20]=1[N:19]1[C:15]([C:13]2[N:14]=[C:7]3[C:6]4[CH:27]=[C:2]([C:28]5[CH:33]=[CH:32][CH:31]=[CH:30][CH:29]=5)[CH:3]=[CH:4][C:5]=4[O:11][CH2:10][CH2:9][N:8]3[CH:12]=2)=[N:16][CH:17]=[N:18]1.